This data is from Full USPTO retrosynthesis dataset with 1.9M reactions from patents (1976-2016). The task is: Predict the reactants needed to synthesize the given product. (1) Given the product [N:19]1[C:20]2[C:15](=[CH:14][C:13]([CH2:12][N:9]3[C:7]4=[N:8][C:3]([CH:1]=[O:32])=[CH:4][N:5]=[C:6]4[N:11]=[N:10]3)=[CH:22][CH:21]=2)[CH:16]=[CH:17][CH:18]=1, predict the reactants needed to synthesize it. The reactants are: [CH:1]([C:3]1[N:8]=[C:7]2[N:9]([CH2:12][C:13]3[CH:14]=[C:15]4[C:20](=[CH:21][CH:22]=3)[N:19]=[CH:18][CH:17]=[CH:16]4)[N:10]=[N:11][C:6]2=[N:5][CH:4]=1)=C.CC1C=CC=C(C)N=1.I([O-])(=O)(=O)=[O:32].[Na+]. (2) Given the product [CH3:24][O:25][C:3]1([CH2:2][OH:1])[CH2:8][CH2:7][O:6][CH2:5][CH2:4]1, predict the reactants needed to synthesize it. The reactants are: [O:1]1[C:3]2([CH2:8][CH2:7][O:6][CH2:5][CH2:4]2)[CH2:2]1.C12(CS(O)(=O)=O)C(C)(C)C(CC1)CC2=O.[CH3:24][OH:25]. (3) Given the product [OH:8][C:9]1[CH:14]=[CH:13][C:12]([C:15]([C:17]2[CH:22]=[CH:21][C:20]([O:23][CH3:24])=[CH:19][C:18]=2[O:25][CH2:26][O:27][CH3:28])=[O:16])=[C:11]([CH3:29])[CH:10]=1, predict the reactants needed to synthesize it. The reactants are: C([O:8][C:9]1[CH:14]=[CH:13][C:12]([C:15]([C:17]2[CH:22]=[CH:21][C:20]([O:23][CH3:24])=[CH:19][C:18]=2[O:25][CH2:26][O:27][CH3:28])=[O:16])=[C:11]([CH3:29])[CH:10]=1)C1C=CC=CC=1. (4) Given the product [CH2:2]=[CH:1][CH3:5].[CH3:11][C:6](=[CH2:7])[CH3:12].[CH2:13]=[CH2:14].[CH2:5]=[CH:1][CH2:2][CH3:3].[CH2:1]=[CH2:2].[CH2:11]=[CH:6][CH2:7][CH2:8][CH2:9][CH3:10].[CH2:1]=[CH2:2], predict the reactants needed to synthesize it. The reactants are: [CH:1]1[CH2:5]C[CH2:3][CH:2]=1.[CH:6]12[CH2:12][CH:9]([CH2:10][CH2:11]1)[CH:8]=[CH:7]2.[CH2:13]1O[CH2:14]1. (5) Given the product [C:3]([C:7]1[CH:8]=[C:9]([NH:19][C:20]([NH:22][C:23]2[C:24]([CH3:35])=[N:25][C:26]([N:29]3[CH2:30][CH2:31][NH:32][CH2:33][CH2:34]3)=[CH:27][CH:28]=2)=[O:21])[N:10]([C:12]2[CH:17]=[CH:16][C:15]([CH3:18])=[CH:14][CH:13]=2)[N:11]=1)([CH3:6])([CH3:5])[CH3:4], predict the reactants needed to synthesize it. The reactants are: Cl.Cl.[C:3]([C:7]1[CH:8]=[C:9]([NH:19][C:20]([NH:22][C:23]2[C:24]([CH3:35])=[N:25][C:26]([N:29]3[CH2:34][CH2:33][NH:32][CH2:31][CH2:30]3)=[CH:27][CH:28]=2)=[O:21])[N:10]([C:12]2[CH:17]=[CH:16][C:15]([CH3:18])=[CH:14][CH:13]=2)[N:11]=1)([CH3:6])([CH3:5])[CH3:4]. (6) Given the product [C:3]([CH2:4][CH2:5][CH2:6][CH:7]=[CH:8][C:9]1[CH:10]=[C:11]([CH:12]=[CH:13][CH:14]=1)[C:15]([NH:16][CH:17]([CH3:20])[CH2:18][OH:19])=[O:21])(=[O:2])[NH2:23], predict the reactants needed to synthesize it. The reactants are: C[O:2][C:3](=O)[CH2:4][CH2:5][CH2:6][CH:7]=[CH:8][C:9]1[CH:14]=[CH:13][CH:12]=[C:11]([C:15](=[O:21])[NH:16][CH:17]([CH3:20])[CH2:18][OH:19])[CH:10]=1.[NH3:23].